From a dataset of Full USPTO retrosynthesis dataset with 1.9M reactions from patents (1976-2016). Predict the reactants needed to synthesize the given product. (1) Given the product [O:14]1[CH2:15][CH2:16][N:11]([C:10]2[C:5]3[N:6]([CH:36]=[C:3](/[CH:1]=[CH:37]/[C:38]4[CH:47]=[CH:46][C:45]5[C:40](=[CH:41][CH:42]=[CH:43][CH:44]=5)[N:39]=4)[N:4]=3)[C:7]([C:17]3[CH:18]=[CH:19][C:20]([N:23]4[CH2:24][CH2:25][N:26]([C:29]([O:31][C:32]([CH3:33])([CH3:34])[CH3:35])=[O:30])[CH2:27][CH2:28]4)=[N:21][CH:22]=3)=[CH:8][N:9]=2)[CH2:12][CH2:13]1, predict the reactants needed to synthesize it. The reactants are: [CH:1]([C:3]1[N:4]=[C:5]2[C:10]([N:11]3[CH2:16][CH2:15][O:14][CH2:13][CH2:12]3)=[N:9][CH:8]=[C:7]([C:17]3[CH:18]=[CH:19][C:20]([N:23]4[CH2:28][CH2:27][N:26]([C:29]([O:31][C:32]([CH3:35])([CH3:34])[CH3:33])=[O:30])[CH2:25][CH2:24]4)=[N:21][CH:22]=3)[N:6]2[CH:36]=1)=O.[CH3:37][C:38]1[CH:47]=[CH:46][C:45]2[C:40](=[CH:41][CH:42]=[CH:43][CH:44]=2)[N:39]=1.Cl[Si](C)(C)C.C([O-])(O)=O.[Na+]. (2) Given the product [NH2:1][C:2]1[N:3]=[C:4]2[C:13]3[C:7]([CH2:8][CH:9]([C:14]([NH:16][CH2:17][CH2:18][NH:35][CH2:31][CH:32]([CH3:34])[CH3:33])=[O:15])[S:10][C:11]=3[N:12]=1)=[N:6][N:5]2[CH2:20][C:21]1[C:26]([CH3:27])=[C:25]([O:28][CH3:29])[C:24]([CH3:30])=[CH:23][N:22]=1, predict the reactants needed to synthesize it. The reactants are: [NH2:1][C:2]1[N:3]=[C:4]2[C:13]3[C:7]([CH2:8][CH:9]([C:14]([NH:16][CH2:17][CH2:18]Cl)=[O:15])[S:10][C:11]=3[N:12]=1)=[N:6][N:5]2[CH2:20][C:21]1[C:26]([CH3:27])=[C:25]([O:28][CH3:29])[C:24]([CH3:30])=[CH:23][N:22]=1.[CH2:31]([NH2:35])[CH:32]([CH3:34])[CH3:33]. (3) Given the product [CH3:37][CH2:36][CH2:35][CH2:34][CH:33]=[CH:32][CH3:31].[C@@H:7]1([N:6]2[CH:15]=[CH:2][C:3](=[O:17])[NH:4][C:5]2=[O:16])[O:14][C@H:11]([CH2:12][OH:13])[C@@H:9]([OH:10])[CH2:8]1, predict the reactants needed to synthesize it. The reactants are: I[C:2]1[C:3](=[O:17])[NH:4][C:5](=[O:16])[N:6]([CH:15]=1)[C@@H:7]1[O:14][C@H:11]([CH2:12][OH:13])[C@@H:9]([OH:10])[CH2:8]1.C(N(CCCC)CCCC)CCC.[CH2:31]=[CH:32][CH2:33][CH2:34][CH2:35][CH2:36][CH3:37].C(Cl)(Cl)Cl. (4) Given the product [Br:8][C:6]1[N:7]=[C:2]2[N:21]([CH2:20][C:19]3[CH:22]=[CH:23][C:24]([O:26][CH3:27])=[CH:25][C:18]=3[O:17][CH3:16])[C:11](=[O:13])[CH2:10][NH:9][C:3]2=[N:4][CH:5]=1, predict the reactants needed to synthesize it. The reactants are: Br[C:2]1[C:3]([NH:9][CH2:10][C:11]([O:13]CC)=O)=[N:4][CH:5]=[C:6]([Br:8])[N:7]=1.[CH3:16][O:17][C:18]1[CH:25]=[C:24]([O:26][CH3:27])[CH:23]=[CH:22][C:19]=1[CH2:20][NH2:21].C(N(C(C)C)CC)(C)C.O. (5) The reactants are: [CH3:1][N:2]1[C:10]2[C:5](=[CH:6][CH:7]=[C:8]([C:11]([O-])=[O:12])[CH:9]=2)[C:4]([N:14]2[CH2:19][CH2:18][N:17]([CH3:20])[CH2:16][CH2:15]2)=[N:3]1.[Li+].C(Cl)CCl.C1C=CC2N(O)N=NC=2C=1.CCN(CC)CC.[F:43][C:44]([F:55])([F:54])[O:45][C:46]1[CH:53]=[CH:52][C:49]([CH2:50][NH2:51])=[CH:48][CH:47]=1. Given the product [F:43][C:44]([F:54])([F:55])[O:45][C:46]1[CH:53]=[CH:52][C:49]([CH2:50][NH:51][C:11]([C:8]2[CH:9]=[C:10]3[C:5]([C:4]([N:14]4[CH2:19][CH2:18][N:17]([CH3:20])[CH2:16][CH2:15]4)=[N:3][N:2]3[CH3:1])=[CH:6][CH:7]=2)=[O:12])=[CH:48][CH:47]=1, predict the reactants needed to synthesize it. (6) The reactants are: C[O:2][C:3](=[O:17])[CH2:4][C:5]1[C:10]([C:11]([F:14])([F:13])[F:12])=[CH:9][C:8]([Cl:15])=[CH:7][C:6]=1[Cl:16].[Li+].[OH-].O. Given the product [Cl:16][C:6]1[CH:7]=[C:8]([Cl:15])[CH:9]=[C:10]([C:11]([F:13])([F:14])[F:12])[C:5]=1[CH2:4][C:3]([OH:17])=[O:2], predict the reactants needed to synthesize it. (7) Given the product [NH2:6][CH2:5][CH2:10][NH:9][C:3]([C:5]1[C:10]([NH2:11])=[N:9][C:8]([NH2:12])=[C:7]([Cl:13])[N:6]=1)=[O:4], predict the reactants needed to synthesize it. The reactants are: CO[C:3]([C:5]1[C:10]([NH2:11])=[N:9][C:8]([NH2:12])=[C:7]([Cl:13])[N:6]=1)=[O:4].